Dataset: Experimentally validated miRNA-target interactions with 360,000+ pairs, plus equal number of negative samples. Task: Binary Classification. Given a miRNA mature sequence and a target amino acid sequence, predict their likelihood of interaction. (1) The miRNA is rno-miR-200a-3p with sequence UAACACUGUCUGGUAACGAUGU. The protein sequence of the target gene is MEGGGKPNSSSNSRDDGNSVFPAKASATGAGPAAAEKRLGTPPGGGGAGAKEHGNSVCFKVDGGGGGGGGGGGGEEPAGGFEDAEGPRRQYGFMQRQFTSMLQPGVNKFSLRMFGSQKAVEKEQERVKTAGFWIIHPYSDFRFYWDLIMLIMMVGNLVIIPVGITFFTEQTTTPWIIFNVASDTVFLLDLIMNFRTGTVNEDSSEIILDPKVIKMNYLKSWFVVDFISSIPVDYIFLIVEKGMDSEVYKTARALRIVRFTKILSLLRLLRLSRLIRYIHQWEEIFHMTYDLASAVVRIFN.... Result: 0 (no interaction). (2) The miRNA is hsa-miR-6779-5p with sequence CUGGGAGGGGCUGGGUUUGGC. The protein sequence of the target gene is MAAAAVSESWPELELAERERRRELLLTGPGLEERVRAAGGQLPPRLFTLPLLHYLEVSGCGSLRAPGPGLAQGLPQLHSLVLRRNALGPGLSPELGPLPALRVLDLSGNALEALPPGQGLGPAEPPGLPQLQSLNLSGNRLRELPADLARCAPRLQSLNLTGNCLDSFPAELFRPGALPLLSELAAADNCLRELSPDIAHLASLKTLDLSNNQLSEIPAELADCPKLKEINFRGNKLRDKRLEKMVSGCQTRSILEYLRVGGRGGGKGKGRAEGSEKEESRRKRRERKQRREGGDGEEQD.... Result: 1 (interaction). (3) The miRNA is hsa-miR-4751 with sequence AGAGGACCCGUAGCUGCUAGAAGG. The protein sequence of the target gene is MRARPQVCEALLFALALQTGVCYGIKWLALSKTPSALALNQTQHCKQLEGLVSAQVQLCRSNLELMHTVVHAAREVMKACRRAFADMRWNCSSIELAPNYLLDLERGTRESAFVYALSAAAISHAIARACTSGDLPGCSCGPVPGEPPGPGNRWGGCADNLSYGLLMGAKFSDAPMKVKKTGSQANKLMRLHNSEVGRQALRASLEMKCKCHGVSGSCSIRTCWKGLQELQDVAADLKTRYLSATKVVHRPMGTRKHLVPKDLDIRPVKDSELVYLQSSPDFCMKNEKVGSHGTQDRQCN.... Result: 0 (no interaction). (4) The miRNA is hsa-miR-4764-3p with sequence UUAACUCCUUUCACACCCAUGG. The protein sequence of the target gene is MSPEEWTYLVVLLISIPIGFLFKKAGPGLKRWGAAAVGLGLTLFTCGPHTLHSLVTILGTWALIQAQPCSCHALALAWTFSYLLFFRALSLLGLPTPTPFTNAVQLLLTLKLVSLASEVQDLHLAQRKEMASGFSKGPTLGLLPDVPSLMETLSYSYCYVGIMTGPFFRYRTYLDWLEQPFPGAVPSLRPLLRRAWPAPLFGLLFLLSSHLFPLEAVREDAFYARPLPARLFYMIPVFFAFRMRFYVAWIAAECGCIAAGFGAYPVAAKARAGGGPTLQCPPPSSPEKAASLEYDYETIR.... Result: 0 (no interaction). (5) The miRNA is hsa-miR-6852-5p with sequence CCCUGGGGUUCUGAGGACAUG. The protein sequence of the target gene is MMPPPFMPPPGIPPPFPPMGLPPMSQRPPAIPPMPPGILPPMLPPMGAPPPLTQIPGMVPPMMPGMLMPAVPVTAATAPGADTASSAVAGTGPPRALWSEHVAPDGRIYYYNADDKQSVWEKPSVLKSKAELLLSQCPWKEYKSDTGKPYYYNNQSKESRWTRPKDLDDLEVLVKQEAAGKQQQQLPQTLQPQPPQPQPDPPPVPPGPTPVPTGLLEPEPGGSEDCDVLEATQPLEQGFLQQLEEGPSSSGQHQPQQEEEESKPEPERSGLSWSNREKAKQAFKELLRDKAVPSNASWEQ.... Result: 0 (no interaction). (6) The miRNA is hsa-miR-1827 with sequence UGAGGCAGUAGAUUGAAU. The protein sequence of the target gene is MHSLATAAPVPTTLAQVDREKIYQWINELSSPETRENALLELSKKRESVPDLAPMLWHSFGTIAALLQEIVNIYPSINPPTLTAHQSNRVCNALALLQCVASHPETRSAFLAAHIPLFLYPFLHTVSKTRPFEYLRLTSLGVIGALVKTDEQEVINFLLTTEIIPLCLRIMESGSELSKTVATFILQKILLDDTGLAYICQTYERFSHVAMILGKMVLQLSKEPSARLLKHVVRCYLRLSDNPRAREALRQCLPDQLKDTTFAQVLKDDTTTKRWLAQLVKNLQEGQVTDPRGIPLPPQ. Result: 0 (no interaction).